This data is from Full USPTO retrosynthesis dataset with 1.9M reactions from patents (1976-2016). The task is: Predict the reactants needed to synthesize the given product. (1) Given the product [F:35][C:15]1[C:14]([C:12]([C:8]2[CH:9]=[C:10]3[C:5](=[CH:6][CH:7]=2)[N:4]=[CH:3][C:2]([C:36]2[CH:41]=[CH:40][CH:39]=[CH:38][CH:37]=2)=[N:11]3)=[O:13])=[C:19]([F:20])[C:18]([F:21])=[CH:17][C:16]=1[NH:22][S:29]([CH2:32][CH2:33][CH3:34])(=[O:31])=[O:30], predict the reactants needed to synthesize it. The reactants are: Cl[C:2]1[CH:3]=[N:4][C:5]2[C:10]([N:11]=1)=[CH:9][C:8]([C:12]([C:14]1[C:15]([F:35])=[C:16]([N:22]([S:29]([CH2:32][CH2:33][CH3:34])(=[O:31])=[O:30])S(CCC)(=O)=O)[CH:17]=[C:18]([F:21])[C:19]=1[F:20])=[O:13])=[CH:7][CH:6]=2.[C:36]1(B(O)O)[CH:41]=[CH:40][CH:39]=[CH:38][CH:37]=1.C([O-])([O-])=O.[Na+].[Na+]. (2) Given the product [F:16][C@H:17]1[C@@H:22]([O:23][C:24]2[CH:31]=[CH:30][C:29]([C:32]3[N:37]=[C:36]([NH:38][C:39]4[CH:44]=[CH:43][C:42]([N:45]5[CH2:46][CH2:47][N:48]([CH:51]6[CH2:54][O:53][CH2:52]6)[CH2:49][CH2:50]5)=[CH:41][CH:40]=4)[N:35]=[CH:34][N:33]=3)=[CH:28][C:25]=2[C:26]#[N:27])[CH2:21][CH2:20][N:19]([C:13]([C:9]2[NH:8][CH:12]=[CH:11][CH:10]=2)=[O:15])[CH2:18]1, predict the reactants needed to synthesize it. The reactants are: C(OC([N:8]1[CH:12]=[CH:11][CH:10]=[C:9]1[C:13]([OH:15])=O)=O)(C)(C)C.[F:16][C@H:17]1[C@@H:22]([O:23][C:24]2[CH:31]=[CH:30][C:29]([C:32]3[N:37]=[C:36]([NH:38][C:39]4[CH:44]=[CH:43][C:42]([N:45]5[CH2:50][CH2:49][N:48]([CH:51]6[CH2:54][O:53][CH2:52]6)[CH2:47][CH2:46]5)=[CH:41][CH:40]=4)[N:35]=[CH:34][N:33]=3)=[CH:28][C:25]=2[C:26]#[N:27])[CH2:21][CH2:20][NH:19][CH2:18]1. (3) Given the product [CH2:7]([CH:6]1[CH2:5][O:4]1)[CH2:8][CH2:9][CH2:10][CH2:11][CH2:12][CH2:13][CH2:14][CH2:15][CH3:16], predict the reactants needed to synthesize it. The reactants are: CC#N.[OH2:4].[CH2:5]=[CH:6][CH2:7][CH2:8][CH2:9][CH2:10][CH2:11][CH2:12][CH2:13][CH2:14][CH2:15][CH3:16].C(Cl)Cl.OF. (4) Given the product [CH:14]1([CH2:20][CH2:21][C:22]([NH:13][C:5](=[N:6][C:7]2[CH:12]=[CH:11][CH:10]=[CH:9][CH:8]=2)[S:4][CH2:2][CH3:3])=[O:23])[CH2:19][CH2:18][CH2:17][CH2:16][CH2:15]1, predict the reactants needed to synthesize it. The reactants are: I.[CH2:2]([S:4][C:5](=[NH:13])[NH:6][C:7]1[CH:12]=[CH:11][CH:10]=[CH:9][CH:8]=1)[CH3:3].[CH:14]1([CH2:20][CH2:21][C:22](O)=[O:23])[CH2:19][CH2:18][CH2:17][CH2:16][CH2:15]1.C1C=CC2N(O)N=NC=2C=1.CN1CCOCC1.CN(C(ON1N=NC2C=CC=CC1=2)=[N+](C)C)C.F[P-](F)(F)(F)(F)F.